Dataset: Forward reaction prediction with 1.9M reactions from USPTO patents (1976-2016). Task: Predict the product of the given reaction. (1) Given the reactants C[O:2][C:3]1[C:18]([O:19]C)=[CH:17][C:6]2[C:7](=[O:16])[CH2:8][C:9]3[CH:15]=[CH:14][CH:13]=[CH:12][C:10]=3[O:11][C:5]=2[CH:4]=1.Cl.N1C=CC=CC=1, predict the reaction product. The product is: [OH:2][C:3]1[C:18]([OH:19])=[CH:17][C:6]2[C:7](=[O:16])[CH2:8][C:9]3[CH:15]=[CH:14][CH:13]=[CH:12][C:10]=3[O:11][C:5]=2[CH:4]=1. (2) Given the reactants [Cl:1][C:2]1[CH:11]=[CH:10][C:9]2[N:8]=[CH:7][C:6]3[N:12]=[CH:13][N:14]([C:15]4[CH:20]=[CH:19][CH:18]=[CH:17][C:16]=4[Cl:21])[C:5]=3[C:4]=2[CH:3]=1.C(=O)([O-])[O-:23].[Na+].[Na+].ClC1C=C(C=CC=1)C(OO)=O, predict the reaction product. The product is: [Cl:1][C:2]1[CH:11]=[CH:10][C:9]2[N+:8]([O-:23])=[CH:7][C:6]3[N:12]=[CH:13][N:14]([C:15]4[CH:20]=[CH:19][CH:18]=[CH:17][C:16]=4[Cl:21])[C:5]=3[C:4]=2[CH:3]=1. (3) Given the reactants C(Cl)(=O)C(Cl)=O.CS(C)=O.[F:11][C:12]([F:47])([F:46])[C:13]1[CH:14]=[C:15]([CH:39]=[C:40]([C:42]([F:45])([F:44])[F:43])[CH:41]=1)[C:16]([N:18]1[CH2:23][CH2:22][N:21]([CH2:24][CH2:25][O:26][CH2:27][CH2:28][OH:29])[CH2:20][C@H:19]1[CH2:30][C:31]1[CH:36]=[CH:35][C:34]([CH3:37])=[C:33]([CH3:38])[CH:32]=1)=[O:17].[Cl-].[NH4+], predict the reaction product. The product is: [F:47][C:12]([F:11])([F:46])[C:13]1[CH:14]=[C:15]([CH:39]=[C:40]([C:42]([F:43])([F:44])[F:45])[CH:41]=1)[C:16]([N:18]1[CH2:23][CH2:22][N:21]([CH2:24][CH2:25][O:26][CH2:27][CH:28]=[O:29])[CH2:20][C@H:19]1[CH2:30][C:31]1[CH:36]=[CH:35][C:34]([CH3:37])=[C:33]([CH3:38])[CH:32]=1)=[O:17]. (4) Given the reactants [CH3:1][O:2][C:3]1[CH:14]=[CH:13][C:6]([CH:7]=[N:8][C@@H:9]([CH3:12])[CH2:10][OH:11])=[CH:5][CH:4]=1.[BH4-].[Na+], predict the reaction product. The product is: [CH3:1][O:2][C:3]1[CH:14]=[CH:13][C:6]([CH2:7][NH:8][C@@H:9]([CH3:12])[CH2:10][OH:11])=[CH:5][CH:4]=1. (5) Given the reactants [Si:1]([O:8][CH2:9][C@H:10]1[C@H:15]([OH:16])[CH:14]=[CH:13][CH2:12][O:11]1)([C:4]([CH3:7])([CH3:6])[CH3:5])([CH3:3])[CH3:2].C1C=C(Cl)C=C(C(OO)=[O:25])C=1.CSC, predict the reaction product. The product is: [Si:1]([O:8][CH2:9][CH:10]1[CH:15]([OH:16])[CH:14]2[CH:13]([O:25]2)[CH2:12][O:11]1)([C:4]([CH3:7])([CH3:6])[CH3:5])([CH3:3])[CH3:2]. (6) Given the reactants [Cl:1][C:2]1[CH:3]=[CH:4][C:5]([C:25]([CH3:27])=[CH2:26])=[C:6]([CH:24]=1)[CH2:7][N:8]([CH:21]1[CH2:23][CH2:22]1)[C:9]([C:11]1[C:12]([CH:18]([F:20])[F:19])=[N:13][N:14]([CH3:17])[C:15]=1[F:16])=[O:10].ClC1C=CC=C(C(OO)=[O:36])C=1.S(S([O-])=O)([O-])=O.[Na+].[Na+], predict the reaction product. The product is: [Cl:1][C:2]1[CH:3]=[CH:4][C:5]([C:25]2([CH3:27])[CH2:26][O:36]2)=[C:6]([CH:24]=1)[CH2:7][N:8]([CH:21]1[CH2:22][CH2:23]1)[C:9]([C:11]1[C:12]([CH:18]([F:19])[F:20])=[N:13][N:14]([CH3:17])[C:15]=1[F:16])=[O:10]. (7) Given the reactants [N:1]1([C:7]2[CH2:10][C:9](=[O:11])[CH:8]=2)[CH2:6][CH2:5][O:4][CH2:3][CH2:2]1.[BH4-].[Na+].CC(C)=O, predict the reaction product. The product is: [N:1]1([C@@H:7]2[CH2:8][C@H:9]([OH:11])[CH2:10]2)[CH2:2][CH2:3][O:4][CH2:5][CH2:6]1. (8) Given the reactants [OH:1][CH2:2][CH2:3][CH2:4][O:5][C:6]1[CH:15]=[CH:14][C:13]2[C:8](=[CH:9][CH:10]=[CH:11][CH:12]=2)[CH:7]=1.[N:16]([CH2:19][CH2:20][CH2:21][S:22](Cl)(=[O:24])=[O:23])=[N+:17]=[N-:18].C(N(CC)CC)C, predict the reaction product. The product is: [N:16]([CH2:19][CH2:20][CH2:21][S:22]([O:1][CH2:2][CH2:3][CH2:4][O:5][C:6]1[CH:15]=[CH:14][C:13]2[C:8](=[CH:9][CH:10]=[CH:11][CH:12]=2)[CH:7]=1)(=[O:24])=[O:23])=[N+:17]=[N-:18].